This data is from Catalyst prediction with 721,799 reactions and 888 catalyst types from USPTO. The task is: Predict which catalyst facilitates the given reaction. (1) Reactant: [C:1]1([CH3:11])[CH:6]=[CH:5][CH:4]=[CH:3][C:2]=1/[CH:7]=[CH:8]/[CH2:9][OH:10]. Product: [C:1]1([CH3:11])[CH:6]=[CH:5][CH:4]=[CH:3][C:2]=1/[CH:7]=[CH:8]/[CH:9]=[O:10]. The catalyst class is: 697. (2) Reactant: [Si:1]([O:8][CH2:9][CH2:10][N:11]1[CH2:19][C:18]2[C:13](=[CH:14][CH:15]=[C:16]([N+:20]([O-])=O)[CH:17]=2)[CH2:12]1)([C:4]([CH3:7])([CH3:6])[CH3:5])([CH3:3])[CH3:2]. Product: [Si:1]([O:8][CH2:9][CH2:10][N:11]1[CH2:19][C:18]2[C:13](=[CH:14][CH:15]=[C:16]([NH2:20])[CH:17]=2)[CH2:12]1)([C:4]([CH3:7])([CH3:6])[CH3:5])([CH3:3])[CH3:2]. The catalyst class is: 19. (3) Reactant: [CH3:1][S:2]([O:5][CH2:6][CH3:7])(=[O:4])=[O:3].[C:8]([C:11]1[S:12][C:13]([Cl:16])=[CH:14][CH:15]=1)(=[O:10])[CH3:9]. Product: [Cl:16][C:13]1[S:12][C:11]([C:8]([OH:10])([CH3:9])[CH2:1][S:2]([O:5][CH2:6][CH3:7])(=[O:4])=[O:3])=[CH:15][CH:14]=1. The catalyst class is: 1. (4) Reactant: [CH3:1][N:2]1[C:6]([C:7](=[O:24])[NH:8][C:9]2[CH:14]=[CH:13][N:12]3[N:15]=[C:16]([C:18]4[CH:19]=[N:20][CH:21]=[CH:22][CH:23]=4)[N:17]=[C:11]3[CH:10]=2)=[C:5]([C:25]([OH:27])=O)[CH:4]=[N:3]1.Cl.[C@H:29]12[CH2:35][C@H:32]([NH:33][CH2:34]1)[CH2:31][O:30]2.CCCP(=O)=O.C(N(CC)C(C)C)(C)C. Product: [N:20]1[CH:21]=[CH:22][CH:23]=[C:18]([C:16]2[N:17]=[C:11]3[CH:10]=[C:9]([NH:8][C:7]([C:6]4[N:2]([CH3:1])[N:3]=[CH:4][C:5]=4[C:25]([N:33]4[CH2:34][C@H:29]5[CH2:35][C@@H:32]4[CH2:31][O:30]5)=[O:27])=[O:24])[CH:14]=[CH:13][N:12]3[N:15]=2)[CH:19]=1. The catalyst class is: 7. (5) Reactant: Cl.[NH2:2][OH:3].[OH-].[Na+].[N:6]1[C:15]2[C:10](=[CH:11][C:12]([C:16](=O)[CH3:17])=[CH:13][CH:14]=2)[CH:9]=[CH:8][CH:7]=1. Product: [N:6]1[C:15]2[C:10](=[CH:11][C:12]([C:16](=[N:2][OH:3])[CH3:17])=[CH:13][CH:14]=2)[CH:9]=[CH:8][CH:7]=1. The catalyst class is: 14. (6) Reactant: [NH2:1][C:2]1[N:7]([CH2:8][C:9]2[CH:14]=[CH:13][CH:12]=[CH:11][CH:10]=2)[C:6](=[O:15])[NH:5][C:4](=[O:16])[C:3]=1[NH:17][CH3:18].[H-].[Na+].[C:21]([O:24][C@H:25]([CH3:31])[CH2:26][CH2:27][CH2:28][CH2:29]Cl)(=[O:23])[CH3:22]. Product: [C:21]([O:24][C@H:25]([CH3:31])[CH2:26][CH2:27][CH2:28][CH2:29][N:5]1[C:4](=[O:16])[C:3]([NH:17][CH3:18])=[C:2]([NH2:1])[N:7]([CH2:8][C:9]2[CH:14]=[CH:13][CH:12]=[CH:11][CH:10]=2)[C:6]1=[O:15])(=[O:23])[CH3:22]. The catalyst class is: 16. (7) Reactant: C[O:2][C:3]([C:5]1[CH:10]=[CH:9][CH:8]=[C:7]([C:11]2[CH:12]=[N:13][N:14]([CH2:16][CH2:17][CH2:18][CH2:19][CH2:20][CH2:21][NH:22][C:23]([O:25][C:26]([CH3:29])([CH3:28])[CH3:27])=[O:24])[CH:15]=2)[N:6]=1)=[O:4].O.[OH-].[Li+:32].O. Product: [C:26]([O:25][C:23]([NH:22][CH2:21][CH2:20][CH2:19][CH2:18][CH2:17][CH2:16][N:14]1[CH:15]=[C:11]([C:7]2[N:6]=[C:5]([C:3]([O-:4])=[O:2])[CH:10]=[CH:9][CH:8]=2)[CH:12]=[N:13]1)=[O:24])([CH3:29])([CH3:27])[CH3:28].[Li+:32]. The catalyst class is: 1.